From a dataset of Full USPTO retrosynthesis dataset with 1.9M reactions from patents (1976-2016). Predict the reactants needed to synthesize the given product. (1) Given the product [OH:11][CH2:12][C:13]([CH2:26][OH:27])([CH2:20][OH:21])[CH2:14][OH:15].[C:22]([O:21][CH2:20][C:13]([CH2:26][O:27][C:28](=[O:31])[CH:29]=[CH2:30])([CH2:14][O:15][C:16](=[O:19])[CH:17]=[CH2:18])[CH2:12][O:11][C:7](=[O:10])[CH:8]=[CH2:9])(=[O:25])[CH:23]=[CH2:24].[CH2:1]([NH2:6])[CH2:2][CH2:3][CH2:4][NH2:5], predict the reactants needed to synthesize it. The reactants are: [CH2:1]([NH2:6])[CH2:2][CH2:3][CH2:4][NH2:5].[C:7]([O:11][CH2:12][C:13]([CH2:26][O:27][C:28](=[O:31])[CH:29]=[CH2:30])([CH2:20][O:21][C:22](=[O:25])[CH:23]=[CH2:24])[CH2:14][O:15][C:16](=[O:19])[CH:17]=[CH2:18])(=[O:10])[CH:8]=[CH2:9]. (2) Given the product [CH3:1][C:2]1[C:3]([O:11][C:12]2[CH:17]=[CH:16][N:15]=[C:14]([NH:18][C:24](=[O:25])[O:23][C:20]([CH3:22])([CH3:21])[CH3:19])[CH:13]=2)=[N:4][CH:5]=[C:6]([N+:8]([O-:10])=[O:9])[CH:7]=1, predict the reactants needed to synthesize it. The reactants are: [CH3:1][C:2]1[C:3]([O:11][C:12]2[CH:17]=[CH:16][N:15]=[C:14]([NH2:18])[CH:13]=2)=[N:4][CH:5]=[C:6]([N+:8]([O-:10])=[O:9])[CH:7]=1.[CH3:19][C:20]([O:23][C:24](O[C:24]([O:23][C:20]([CH3:22])([CH3:21])[CH3:19])=[O:25])=[O:25])([CH3:22])[CH3:21]. (3) Given the product [C:1]([N:33]1[CH2:34][CH2:35][C@H:31]([NH:30][C:13]2[CH:12]=[CH:11][C:10]([C:8]#[N:9])=[CH:29][C:14]=2[C:15]([NH:17][CH2:18][C:19]2[CH:24]=[CH:23][C:22]([O:25][CH3:26])=[C:21]([O:27][CH3:28])[CH:20]=2)=[O:16])[CH2:32]1)(=[O:3])[CH3:2], predict the reactants needed to synthesize it. The reactants are: [C:1](OC(=O)C)(=[O:3])[CH3:2].[C:8]([C:10]1[CH:11]=[CH:12][C:13]([NH:30][C@H:31]2[CH2:35][CH2:34][NH:33][CH2:32]2)=[C:14]([CH:29]=1)[C:15]([NH:17][CH2:18][C:19]1[CH:24]=[CH:23][C:22]([O:25][CH3:26])=[C:21]([O:27][CH3:28])[CH:20]=1)=[O:16])#[N:9]. (4) Given the product [ClH:18].[NH2:10][CH:7]1[CH2:8][CH2:9][N:4]([C:1](=[O:3])[CH3:2])[CH2:5][CH2:6]1, predict the reactants needed to synthesize it. The reactants are: [C:1]([N:4]1[CH2:9][CH2:8][CH:7]([NH:10]C(=O)OC(C)(C)C)[CH2:6][CH2:5]1)(=[O:3])[CH3:2].[ClH:18].CO. (5) Given the product [Cl:1][C:2]1[CH:10]=[C:9]([CH3:11])[C:8]([N+:12]([O-:14])=[O:13])=[CH:7][C:3]=1[CH2:4][OH:5], predict the reactants needed to synthesize it. The reactants are: [Cl:1][C:2]1[CH:10]=[C:9]([CH3:11])[C:8]([N+:12]([O-:14])=[O:13])=[CH:7][C:3]=1[C:4](O)=[O:5].C(N(CC)CC)C.C(Cl)(=O)OC(C)(C)C(Cl)(Cl)Cl.[BH4-].[Na+].